From a dataset of Peptide-MHC class I binding affinity with 185,985 pairs from IEDB/IMGT. Regression. Given a peptide amino acid sequence and an MHC pseudo amino acid sequence, predict their binding affinity value. This is MHC class I binding data. (1) The peptide sequence is FVRSSPANF. The MHC is HLA-A02:11 with pseudo-sequence HLA-A02:11. The binding affinity (normalized) is 0.0847. (2) The peptide sequence is KEFASGRKSI. The MHC is HLA-B40:01 with pseudo-sequence HLA-B40:01. The binding affinity (normalized) is 0.565. (3) The peptide sequence is RRAAVSTLE. The MHC is HLA-B39:01 with pseudo-sequence HLA-B39:01. The binding affinity (normalized) is 0.0847. (4) The peptide sequence is LLRDKDGVY. The MHC is HLA-A26:01 with pseudo-sequence HLA-A26:01. The binding affinity (normalized) is 0.0847. (5) The peptide sequence is CHHNYEQKF. The MHC is Mamu-B17 with pseudo-sequence Mamu-B17. The binding affinity (normalized) is 0.579.